This data is from Full USPTO retrosynthesis dataset with 1.9M reactions from patents (1976-2016). The task is: Predict the reactants needed to synthesize the given product. (1) Given the product [C:22]([O:21][C:19]([N:16]1[CH2:17][CH2:18][CH:13]([O:1][C:2]2[CH:7]=[CH:6][N:5]=[C:4]([C:8]([O:10][CH3:11])=[O:9])[CH:3]=2)[CH2:14][CH2:15]1)=[O:20])([CH3:25])([CH3:23])[CH3:24], predict the reactants needed to synthesize it. The reactants are: [OH:1][C:2]1[CH:7]=[CH:6][N:5]=[C:4]([C:8]([O:10][CH3:11])=[O:9])[CH:3]=1.O[CH:13]1[CH2:18][CH2:17][N:16]([C:19]([O:21][C:22]([CH3:25])([CH3:24])[CH3:23])=[O:20])[CH2:15][CH2:14]1.C1(P(C2C=CC=CC=2)C2C=CC=CC=2)C=CC=CC=1.CC(OC(/N=N/C(OC(C)C)=O)=O)C. (2) Given the product [CH3:35][O:34][C:23]1[CH:22]=[C:21]([C:19]([N:10]2[C:11]3[CH:18]=[CH:17][CH:16]=[CH:15][C:12]=3[CH2:13][N:14]3[C:5]([C:3]([NH:44][CH2:43][C:42]4[CH:45]=[CH:46][C:39]([CH3:38])=[CH:40][CH:41]=4)=[O:4])=[CH:6][CH:7]=[C:8]3[CH2:9]2)=[O:20])[CH:26]=[CH:25][C:24]=1[C:27]1[CH:32]=[CH:31][CH:30]=[CH:29][C:28]=1[CH3:33], predict the reactants needed to synthesize it. The reactants are: ClC(Cl)(Cl)[C:3]([C:5]1[N:14]2[C:8]([CH2:9][N:10]([C:19]([C:21]3[CH:26]=[CH:25][C:24]([C:27]4[CH:32]=[CH:31][CH:30]=[CH:29][C:28]=4[CH3:33])=[C:23]([O:34][CH3:35])[CH:22]=3)=[O:20])[C:11]3[CH:18]=[CH:17][CH:16]=[CH:15][C:12]=3[CH2:13]2)=[CH:7][CH:6]=1)=[O:4].[CH3:38][C:39]1[CH:46]=[CH:45][C:42]([CH2:43][NH2:44])=[CH:41][CH:40]=1. (3) The reactants are: Cl[C:2]1[C:12]2[CH2:11][CH2:10][N:9]([C:13]3[C:18]([C:19]([F:22])([F:21])[F:20])=[CH:17][CH:16]=[CH:15][N:14]=3)[CH2:8][CH2:7][C:6]=2[N:5]=[C:4]([N:23]2[CH2:28][CH2:27][O:26][CH2:25][CH2:24]2)[N:3]=1.[C:29]([C:33]1[CH:39]=[CH:38][C:36]([NH2:37])=[CH:35][CH:34]=1)([CH3:32])([CH3:31])[CH3:30]. Given the product [C:29]([C:33]1[CH:34]=[CH:35][C:36]([NH:37][C:2]2[C:12]3[CH2:11][CH2:10][N:9]([C:13]4[C:18]([C:19]([F:21])([F:22])[F:20])=[CH:17][CH:16]=[CH:15][N:14]=4)[CH2:8][CH2:7][C:6]=3[N:5]=[C:4]([N:23]3[CH2:28][CH2:27][O:26][CH2:25][CH2:24]3)[N:3]=2)=[CH:38][CH:39]=1)([CH3:32])([CH3:30])[CH3:31], predict the reactants needed to synthesize it.